Dataset: Catalyst prediction with 721,799 reactions and 888 catalyst types from USPTO. Task: Predict which catalyst facilitates the given reaction. (1) Reactant: Br[C:2]1[CH:7]=[CH:6][C:5]([NH:8][C:9]2[N:13]([CH3:14])[C:12]3[CH:15]=[CH:16][CH:17]=[CH:18][C:11]=3[N:10]=2)=[CH:4][CH:3]=1.[B:19]1([B:19]2[O:23][C:22]([CH3:25])([CH3:24])[C:21]([CH3:27])([CH3:26])[O:20]2)[O:23][C:22]([CH3:25])([CH3:24])[C:21]([CH3:27])([CH3:26])[O:20]1.C([O-])(=O)C.[K+].ClCCl. Product: [CH3:26][C:21]1([CH3:27])[C:22]([CH3:25])([CH3:24])[O:23][B:19]([C:2]2[CH:7]=[CH:6][C:5]([NH:8][C:9]3[N:13]([CH3:14])[C:12]4[CH:15]=[CH:16][CH:17]=[CH:18][C:11]=4[N:10]=3)=[CH:4][CH:3]=2)[O:20]1. The catalyst class is: 423. (2) Reactant: [C:1]1([CH:7]([C:37]2[CH:42]=[CH:41][CH:40]=[CH:39][CH:38]=2)[CH2:8][NH:9][C:10]2[N:18]=[C:17]([C:19]([O:21][CH2:22][CH3:23])=[O:20])[N:16]=[C:15]3[C:11]=2[N:12]=[CH:13][N:14]3[C@H:24]2[C@@H:28]3[O:29][C:30]([CH3:33])([CH3:32])[O:31][C@@H:27]3[C@@H:26]([C:34](O)=[O:35])[O:25]2)[CH:6]=[CH:5][CH:4]=[CH:3][CH:2]=1.C(N1C=CN=C1)([N:45]1[CH:49]=[CH:48]N=C1)=O.C(N)C.O. Product: [CH2:49]([NH:45][C:34]([C@@H:26]1[C@H:27]2[O:31][C:30]([CH3:33])([CH3:32])[O:29][C@H:28]2[C@H:24]([N:14]2[CH:13]=[N:12][C:11]3[C:15]2=[N:16][C:17]([C:19]([O:21][CH2:22][CH3:23])=[O:20])=[N:18][C:10]=3[NH:9][CH2:8][CH:7]([C:37]2[CH:38]=[CH:39][CH:40]=[CH:41][CH:42]=2)[C:1]2[CH:6]=[CH:5][CH:4]=[CH:3][CH:2]=2)[O:25]1)=[O:35])[CH3:48]. The catalyst class is: 7. (3) Reactant: [C:1]([O:5][C:6]([NH:8][C@H:9]([C:23]([O:25][CH3:26])=[O:24])[CH2:10][C:11]1[CH:16]=[CH:15][C:14]([O:17][C@H:18]2[CH2:21][C@H:20]([OH:22])[CH2:19]2)=[CH:13][CH:12]=1)=[O:7])([CH3:4])([CH3:3])[CH3:2].N1C=CC=CC=1.[C:33]1([CH3:53])[CH:38]=[CH:37][C:36]([S:39](O[S:39]([C:36]2[CH:37]=[CH:38][C:33]([CH3:53])=[CH:34][CH:35]=2)(=[O:41])=[O:40])(=[O:41])=[O:40])=[CH:35][CH:34]=1. Product: [C:1]([O:5][C:6]([NH:8][C@H:9]([C:23]([O:25][CH3:26])=[O:24])[CH2:10][C:11]1[CH:16]=[CH:15][C:14]([O:17][C@H:18]2[CH2:21][C@H:20]([O:22][S:39]([C:36]3[CH:37]=[CH:38][C:33]([CH3:53])=[CH:34][CH:35]=3)(=[O:41])=[O:40])[CH2:19]2)=[CH:13][CH:12]=1)=[O:7])([CH3:3])([CH3:4])[CH3:2]. The catalyst class is: 4. (4) Reactant: [CH:1]([C:4]1[N:8]2[CH:9]=[C:10]([CH:13]=[O:14])[CH:11]=[CH:12][C:7]2=[N:6][N:5]=1)([CH3:3])[CH3:2].[F:15][C:16]1[CH:21]=[CH:20][C:19]([Mg]Br)=[CH:18][CH:17]=1. Product: [F:15][C:16]1[CH:21]=[CH:20][C:19]([CH:13]([C:10]2[CH:11]=[CH:12][C:7]3[N:8]([C:4]([CH:1]([CH3:3])[CH3:2])=[N:5][N:6]=3)[CH:9]=2)[OH:14])=[CH:18][CH:17]=1. The catalyst class is: 1. (5) Reactant: [CH:1]1[C:10]2[C:5](=[C:6]([NH:11][C@@H:12]3[CH2:16][CH2:15][N:14]([CH2:17][C:18]4[CH:19]=[C:20]([CH:25]=[CH:26][CH:27]=4)[O:21][CH2:22][CH2:23][OH:24])[CH2:13]3)[CH:7]=[CH:8][CH:9]=2)[CH:4]=[CH:3][N:2]=1.[C:28]([OH:37])(=[O:36])[C@@H:29]([C@H:31]([C:33]([OH:35])=[O:34])[OH:32])[OH:30]. Product: [C:28]([OH:37])(=[O:36])[C@@H:29]([C@H:31]([C:33]([OH:35])=[O:34])[OH:32])[OH:30].[CH:1]1[C:10]2[C:5](=[C:6]([NH:11][C@@H:12]3[CH2:16][CH2:15][N:14]([CH2:17][C:18]4[CH:19]=[C:20]([CH:25]=[CH:26][CH:27]=4)[O:21][CH2:22][CH2:23][OH:24])[CH2:13]3)[CH:7]=[CH:8][CH:9]=2)[CH:4]=[CH:3][N:2]=1. The catalyst class is: 8. (6) Reactant: C([C:4]1[NH:5][C:6](C(OCC)=O)=[C:7]([CH3:16])[C:8]=1[CH2:9][CH2:10][C:11]([O:13]CC)=[O:12])(O)=O. The catalyst class is: 74. Product: [C:11]([CH2:10][CH2:9][C:8]1[C:7]([CH3:16])=[CH:6][NH:5][CH:4]=1)([OH:13])=[O:12].